The task is: Predict the product of the given reaction.. This data is from Forward reaction prediction with 1.9M reactions from USPTO patents (1976-2016). (1) Given the reactants [CH:1]1([C:4]2[CH:5]=[N:6][C:7]([NH:17][C:18]3[CH:26]=[C:25]4[C:21]([C:22]([C:27]5[CH:32]=[CH:31][CH:30]=[CH:29][CH:28]=5)=[CH:23][NH:24]4)=[CH:20][CH:19]=3)=[C:8]([CH:16]=2)[C:9]([O:11]CCCC)=[O:10])[CH2:3][CH2:2]1.[OH-].[Na+].O.Cl, predict the reaction product. The product is: [CH:1]1([C:4]2[CH:5]=[N:6][C:7]([NH:17][C:18]3[CH:26]=[C:25]4[C:21]([C:22]([C:27]5[CH:32]=[CH:31][CH:30]=[CH:29][CH:28]=5)=[CH:23][NH:24]4)=[CH:20][CH:19]=3)=[C:8]([CH:16]=2)[C:9]([OH:11])=[O:10])[CH2:2][CH2:3]1. (2) Given the reactants [Cl:1][C:2]1[CH:3]=[C:4]([CH:6]=[CH:7][C:8]=1[O:9][C:10]1[CH:15]=[CH:14][CH:13]=[CH:12][CH:11]=1)[NH2:5].Cl[C:17]1[C:26]2[C:21](=[CH:22][C:23]3[CH:30]=[C:29]([O:31][CH2:32][CH2:33][Cl:34])[C:28]([O:35][CH3:36])=[CH:27][C:24]=3[CH:25]=2)[N:20]=[CH:19][C:18]=1[C:37]#[N:38].ClC1C2C(=CC3C=C(OC)C(OCCCl)=CC=3C=2)N=CC=1C#N.ClCCOC1C(OC)=CC2C=C3C(C(NC4C=CC(OC5C=CC=CC=5)=C(Cl)C=4)=C(C#N)C=N3)=CC=2C=1, predict the reaction product. The product is: [Cl:34][CH2:33][CH2:32][O:31][C:29]1[C:28]([O:35][CH3:36])=[CH:27][C:24]2[CH:25]=[C:26]3[C:21](=[CH:22][C:23]=2[CH:30]=1)[N:20]=[CH:19][C:18]([C:37]#[N:38])=[C:17]3[NH:5][C:4]1[CH:6]=[CH:7][C:8]([O:9][C:10]2[CH:15]=[CH:14][CH:13]=[CH:12][CH:11]=2)=[C:2]([Cl:1])[CH:3]=1. (3) Given the reactants C(OC([NH:8][C@@H:9]1[CH2:14][CH2:13][CH2:12][CH2:11][C@@H:10]1[NH:15][C:16]1[C:25]2[C:20](=[CH:21][CH:22]=[C:23]([O:26][CH3:27])[CH:24]=2)[N:19]=[C:18]([CH:28]=[CH:29][C:30]2[CH:35]=[CH:34][C:33]([Cl:36])=[CH:32][CH:31]=2)[N:17]=1)=O)(C)(C)C.Cl, predict the reaction product. The product is: [Cl:36][C:33]1[CH:32]=[CH:31][C:30]([CH:29]=[CH:28][C:18]2[N:17]=[C:16]([NH:15][C@H:10]3[CH2:11][CH2:12][CH2:13][CH2:14][C@H:9]3[NH2:8])[C:25]3[C:20](=[CH:21][CH:22]=[C:23]([O:26][CH3:27])[CH:24]=3)[N:19]=2)=[CH:35][CH:34]=1. (4) Given the reactants [CH3:1][C@H:2]1[N:7]([C:8]2[CH:9]=[N:10][C:11]([N+:14]([O-])=O)=[CH:12][CH:13]=2)[CH2:6][CH2:5][N:4]([C:17]([O:19][C:20]([CH3:23])([CH3:22])[CH3:21])=[O:18])[CH2:3]1, predict the reaction product. The product is: [NH2:14][C:11]1[N:10]=[CH:9][C:8]([N:7]2[CH2:6][CH2:5][N:4]([C:17]([O:19][C:20]([CH3:23])([CH3:22])[CH3:21])=[O:18])[CH2:3][C@H:2]2[CH3:1])=[CH:13][CH:12]=1. (5) Given the reactants [Si]([O:8][CH2:9][C@@H:10]([O:15][CH2:16][C:17]1[CH:22]=[CH:21][C:20](/[CH:23]=[CH:24]/[CH2:25][N:26]2[CH:30]=[CH:29][CH:28]=[C:27]2[C:31](=[O:39])[C:32]2[CH:37]=[CH:36][C:35]([CH3:38])=[CH:34][CH:33]=2)=[CH:19][CH:18]=1)[C:11]([O:13][CH3:14])=[O:12])(C(C)(C)C)(C)C.O, predict the reaction product. The product is: [OH:8][CH2:9][C@@H:10]([O:15][CH2:16][C:17]1[CH:22]=[CH:21][C:20](/[CH:23]=[CH:24]/[CH2:25][N:26]2[CH:30]=[CH:29][CH:28]=[C:27]2[C:31](=[O:39])[C:32]2[CH:37]=[CH:36][C:35]([CH3:38])=[CH:34][CH:33]=2)=[CH:19][CH:18]=1)[C:11]([O:13][CH3:14])=[O:12]. (6) The product is: [F:1][C:2]1[CH:3]=[CH:4][C:5]2[N:6]([C:8]([C:12]3[N:17]=[C:16]([O:18][CH3:19])[C:15]([CH3:20])=[CH:14][N:13]=3)=[CH:9][N:10]=2)[CH:7]=1. Given the reactants [F:1][C:2]1[CH:3]=[CH:4][C:5]2[N:6]([CH:8]=[CH:9][N:10]=2)[CH:7]=1.Cl[C:12]1[N:17]=[C:16]([O:18][CH3:19])[C:15]([CH3:20])=[CH:14][N:13]=1.COC1C=CN=C(C2N3C=C(C#N)C=CC3=NC=2)N=1, predict the reaction product. (7) Given the reactants [Cl:1][C:2]1[CH:3]=[CH:4][C:5]([N:35]2[CH:39]=[N:38][CH:37]=[N:36]2)=[C:6]([CH2:8][C:9]([NH:11][C:12]2[C:13]([NH:19][CH2:20][CH2:21][CH:22]3[CH2:27][CH2:26][CH2:25][CH2:24][N:23]3[C:28]([O:30][C:31]([CH3:34])([CH3:33])[CH3:32])=[O:29])=[N:14][CH:15]=[CH:16][C:17]=2O)=[O:10])[CH:7]=1.C1(P(C2C=CC=CC=2)C2C=CC=CC=2)C=CC=CC=1.CC(OC(/N=N/C(OC(C)C)=O)=O)C, predict the reaction product. The product is: [Cl:1][C:2]1[CH:3]=[CH:4][C:5]([N:35]2[CH:39]=[N:38][CH:37]=[N:36]2)=[C:6]([CH:7]=1)[CH2:8][C:9]1[O:10][C:17]2[CH:16]=[CH:15][N:14]=[C:13]([NH:19][CH2:20][CH2:21][CH:22]3[CH2:27][CH2:26][CH2:25][CH2:24][N:23]3[C:28]([O:30][C:31]([CH3:32])([CH3:34])[CH3:33])=[O:29])[C:12]=2[N:11]=1. (8) Given the reactants [N:1]1([C:7]2[C:8]3[C:15]([C:16]4[CH:17]=[C:18]([CH:21]=[CH:22][CH:23]=4)[C:19]#[N:20])=[CH:14][NH:13][C:9]=3[N:10]=[CH:11][N:12]=2)[CH2:6][CH2:5][O:4][CH2:3][CH2:2]1.ClC1C2C(I)=CN([CH2:35][O:36][CH2:37][CH2:38][Si:39]([CH3:42])([CH3:41])[CH3:40])C=2N=CN=1, predict the reaction product. The product is: [N:1]1([C:7]2[C:8]3[C:15]([C:16]4[CH:17]=[C:18]([CH:21]=[CH:22][CH:23]=4)[C:19]#[N:20])=[CH:14][N:13]([CH2:35][O:36][CH2:37][CH2:38][Si:39]([CH3:42])([CH3:41])[CH3:40])[C:9]=3[N:10]=[CH:11][N:12]=2)[CH2:6][CH2:5][O:4][CH2:3][CH2:2]1. (9) Given the reactants [N:1]([CH2:4][CH:5]1[NH:10][C:9]2[C:11](Br)=[CH:12][C:13]([F:15])=[CH:14][C:8]=2[O:7][CH2:6]1)=[N+:2]=[N-:3].[CH3:17][C:18]1[CH:23]=[CH:22][CH:21]=[CH:20][C:19]=1B(O)O, predict the reaction product. The product is: [N:1]([CH2:4][CH:5]1[NH:10][C:9]2[C:11]([C:19]3[CH:20]=[CH:21][CH:22]=[CH:23][C:18]=3[CH3:17])=[CH:12][C:13]([F:15])=[CH:14][C:8]=2[O:7][CH2:6]1)=[N+:2]=[N-:3]. (10) Given the reactants [CH3:1][N:2]1[CH:6]=[C:5]([C:7]2[N:12]=[C:11]([NH:13][CH2:14][C:15]3[CH:16]=[C:17]4[C:22](=[CH:23][CH:24]=3)[N:21]=[CH:20][CH:19]=[CH:18]4)[C:10]([N+:25]([O-])=O)=[C:9]([NH:28][C:29](=[O:35])[O:30][C:31]([CH3:34])([CH3:33])[CH3:32])[CH:8]=2)[CH:4]=[N:3]1, predict the reaction product. The product is: [NH2:25][C:10]1[C:11]([NH:13][CH2:14][C:15]2[CH:16]=[C:17]3[C:22](=[CH:23][CH:24]=2)[N:21]=[CH:20][CH:19]=[CH:18]3)=[N:12][C:7]([C:5]2[CH:4]=[N:3][N:2]([CH3:1])[CH:6]=2)=[CH:8][C:9]=1[NH:28][C:29](=[O:35])[O:30][C:31]([CH3:34])([CH3:33])[CH3:32].